Predict the reaction yield, written as a fraction of the theoretical maximum amount of product (1.0 means a 100% yield; for example, 0.34 means a 34% yield). From a dataset of Reaction yield outcomes from USPTO patents with 853,638 reactions. The reactants are C([Li])CCC.[CH3:6][CH2:7][CH2:8][CH2:9][CH2:10][CH3:11].[Cl:12][C:13]1[C:18]([CH2:19][S:20]([C:23]2[CH:28]=[CH:27][C:26]([Cl:29])=[CH:25][CH:24]=2)(=[O:22])=[O:21])=[CH:17][CH:16]=[CH:15][N:14]=1.ICCCCCCI. The catalyst is O.C(COC)OC. The product is [Cl:12][C:13]1[C:18]([C:19]2([S:20]([C:23]3[CH:28]=[CH:27][C:26]([Cl:29])=[CH:25][CH:24]=3)(=[O:22])=[O:21])[CH2:11][CH2:10][CH2:9][CH2:8][CH2:7][CH2:6]2)=[CH:17][CH:16]=[CH:15][N:14]=1. The yield is 0.320.